From a dataset of NCI-60 drug combinations with 297,098 pairs across 59 cell lines. Regression. Given two drug SMILES strings and cell line genomic features, predict the synergy score measuring deviation from expected non-interaction effect. (1) Drug 1: CN1CCC(CC1)COC2=C(C=C3C(=C2)N=CN=C3NC4=C(C=C(C=C4)Br)F)OC. Drug 2: CCC1=CC2CC(C3=C(CN(C2)C1)C4=CC=CC=C4N3)(C5=C(C=C6C(=C5)C78CCN9C7C(C=CC9)(C(C(C8N6C)(C(=O)OC)O)OC(=O)C)CC)OC)C(=O)OC.C(C(C(=O)O)O)(C(=O)O)O. Cell line: ACHN. Synergy scores: CSS=32.4, Synergy_ZIP=-11.2, Synergy_Bliss=-4.42, Synergy_Loewe=-5.61, Synergy_HSA=-1.46. (2) Drug 1: CC=C1C(=O)NC(C(=O)OC2CC(=O)NC(C(=O)NC(CSSCCC=C2)C(=O)N1)C(C)C)C(C)C. Drug 2: CC(C)NC(=O)C1=CC=C(C=C1)CNNC.Cl. Cell line: UO-31. Synergy scores: CSS=-2.89, Synergy_ZIP=0.116, Synergy_Bliss=-1.29, Synergy_Loewe=-0.426, Synergy_HSA=-3.23. (3) Drug 1: CS(=O)(=O)C1=CC(=C(C=C1)C(=O)NC2=CC(=C(C=C2)Cl)C3=CC=CC=N3)Cl. Drug 2: C#CCC(CC1=CN=C2C(=N1)C(=NC(=N2)N)N)C3=CC=C(C=C3)C(=O)NC(CCC(=O)O)C(=O)O. Cell line: OVCAR-4. Synergy scores: CSS=4.82, Synergy_ZIP=-0.818, Synergy_Bliss=3.26, Synergy_Loewe=2.11, Synergy_HSA=2.11. (4) Drug 1: CS(=O)(=O)C1=CC(=C(C=C1)C(=O)NC2=CC(=C(C=C2)Cl)C3=CC=CC=N3)Cl. Drug 2: CCC1=CC2CC(C3=C(CN(C2)C1)C4=CC=CC=C4N3)(C5=C(C=C6C(=C5)C78CCN9C7C(C=CC9)(C(C(C8N6C)(C(=O)OC)O)OC(=O)C)CC)OC)C(=O)OC.C(C(C(=O)O)O)(C(=O)O)O. Cell line: CAKI-1. Synergy scores: CSS=38.5, Synergy_ZIP=6.98, Synergy_Bliss=3.98, Synergy_Loewe=-27.7, Synergy_HSA=5.19. (5) Drug 1: C1=C(C(=O)NC(=O)N1)N(CCCl)CCCl. Drug 2: CN1C2=C(C=C(C=C2)N(CCCl)CCCl)N=C1CCCC(=O)O.Cl. Cell line: HCC-2998. Synergy scores: CSS=7.10, Synergy_ZIP=-4.11, Synergy_Bliss=-1.38, Synergy_Loewe=-5.22, Synergy_HSA=-2.93. (6) Drug 1: C1=CC(=CC=C1C#N)C(C2=CC=C(C=C2)C#N)N3C=NC=N3. Drug 2: CN(C(=O)NC(C=O)C(C(C(CO)O)O)O)N=O. Cell line: HOP-92. Synergy scores: CSS=10.6, Synergy_ZIP=-1.28, Synergy_Bliss=2.59, Synergy_Loewe=7.70, Synergy_HSA=5.95. (7) Drug 1: CC1=C2C(C(=O)C3(C(CC4C(C3C(C(C2(C)C)(CC1OC(=O)C(C(C5=CC=CC=C5)NC(=O)C6=CC=CC=C6)O)O)OC(=O)C7=CC=CC=C7)(CO4)OC(=O)C)O)C)OC(=O)C. Drug 2: CN(C(=O)NC(C=O)C(C(C(CO)O)O)O)N=O. Cell line: HOP-92. Synergy scores: CSS=14.1, Synergy_ZIP=-6.36, Synergy_Bliss=0.387, Synergy_Loewe=-12.3, Synergy_HSA=0.194. (8) Drug 1: CCC1(CC2CC(C3=C(CCN(C2)C1)C4=CC=CC=C4N3)(C5=C(C=C6C(=C5)C78CCN9C7C(C=CC9)(C(C(C8N6C=O)(C(=O)OC)O)OC(=O)C)CC)OC)C(=O)OC)O.OS(=O)(=O)O. Drug 2: C1=NC2=C(N1)C(=S)N=CN2. Cell line: SW-620. Synergy scores: CSS=36.9, Synergy_ZIP=-3.36, Synergy_Bliss=3.76, Synergy_Loewe=-14.6, Synergy_HSA=5.50. (9) Drug 1: C1=C(C(=O)NC(=O)N1)N(CCCl)CCCl. Drug 2: CC1CCC2CC(C(=CC=CC=CC(CC(C(=O)C(C(C(=CC(C(=O)CC(OC(=O)C3CCCCN3C(=O)C(=O)C1(O2)O)C(C)CC4CCC(C(C4)OC)OCCO)C)C)O)OC)C)C)C)OC. Cell line: NCIH23. Synergy scores: CSS=41.8, Synergy_ZIP=-2.06, Synergy_Bliss=3.11, Synergy_Loewe=3.77, Synergy_HSA=5.70.